From a dataset of Reaction yield outcomes from USPTO patents with 853,638 reactions. Predict the reaction yield, written as a fraction of the theoretical maximum amount of product (1.0 means a 100% yield; for example, 0.34 means a 34% yield). (1) The reactants are Cl[C:2]1[N:12]=[CH:11][CH:10]=[CH:9][C:3]=1[C:4]([O:6][CH2:7][CH3:8])=[O:5].[CH2:13]([NH2:18])[CH2:14][CH:15]([CH3:17])[CH3:16].C(N(CC)CC)C. The catalyst is C(OCC)(=O)C. The product is [CH2:13]([NH:18][C:2]1[N:12]=[CH:11][CH:10]=[CH:9][C:3]=1[C:4]([O:6][CH2:7][CH3:8])=[O:5])[CH2:14][CH:15]([CH3:17])[CH3:16]. The yield is 0.760. (2) The reactants are Br[C:2]1[CH:3]=[C:4]([CH2:8][OH:9])[CH:5]=[N:6][CH:7]=1.[Cl:10][C:11]1[CH:12]=[C:13]2[C:18](=[CH:19][CH:20]=1)[C:17](=[O:21])[NH:16][CH2:15][CH2:14]2.C([O-])([O-])=O.[Cs+].[Cs+].N[C@H]1CCCC[C@@H]1N. The catalyst is O1CCOCC1.[Cu]I.O. The product is [Cl:10][C:11]1[CH:12]=[C:13]2[C:18](=[CH:19][CH:20]=1)[C:17](=[O:21])[N:16]([C:2]1[CH:7]=[N:6][CH:5]=[C:4]([CH2:8][OH:9])[CH:3]=1)[CH2:15][CH2:14]2. The yield is 0.900. (3) The reactants are Br[C:2]1[C:8]([F:9])=[CH:7][C:5]([NH2:6])=[CH:4][C:3]=1[F:10].[CH3:11][N:12]1[C:16]([C:17]#[N:18])=[CH:15][CH:14]=[C:13]1B(O)O.[F-].[K+].[Br-]. The catalyst is C1COCC1.C1C=CC(/C=C/C(/C=C/C2C=CC=CC=2)=O)=CC=1.C1C=CC(/C=C/C(/C=C/C2C=CC=CC=2)=O)=CC=1.C1C=CC(/C=C/C(/C=C/C2C=CC=CC=2)=O)=CC=1.[Pd].[Pd].C(P(C(C)(C)C)C(C)(C)C)(C)(C)C. The product is [NH2:6][C:5]1[CH:7]=[C:8]([F:9])[C:2]([C:13]2[N:12]([CH3:11])[C:16]([C:17]#[N:18])=[CH:15][CH:14]=2)=[C:3]([F:10])[CH:4]=1. The yield is 0.920.